From a dataset of Reaction yield outcomes from USPTO patents with 853,638 reactions. Predict the reaction yield, written as a fraction of the theoretical maximum amount of product (1.0 means a 100% yield; for example, 0.34 means a 34% yield). (1) The reactants are [O:1]=[C:2]1[CH2:11][C:10]2[CH:9]=[C:8]([S:12](Cl)(=[O:14])=[O:13])[CH:7]=[CH:6][C:5]=2[CH2:4][CH2:3]1.[CH3:16][NH2:17]. The catalyst is C(Cl)Cl. The product is [CH3:16][NH:17][S:12]([C:8]1[CH:7]=[CH:6][C:5]2[CH2:4][CH2:3][C:2](=[O:1])[CH2:11][C:10]=2[CH:9]=1)(=[O:14])=[O:13]. The yield is 0.400. (2) The reactants are [CH2:1]([NH:5][C:6](=[O:12])[C:7]([CH3:11])([CH3:10])[CH2:8][OH:9])[CH2:2][CH2:3][CH3:4].[N+:13]([C:16]1[CH:23]=[CH:22][CH:21]=[C:20]([N+]([O-])=O)[C:17]=1[C:18]#[N:19])([O-:15])=[O:14]. No catalyst specified. The product is [CH2:1]([NH:5][C:6](=[O:12])[C:7]([CH3:11])([CH3:10])[CH2:8][O:9][C:20]1[CH:21]=[CH:22][CH:23]=[C:16]([N+:13]([O-:15])=[O:14])[C:17]=1[C:18]#[N:19])[CH2:2][CH2:3][CH3:4]. The yield is 0.660. (3) The reactants are [Na].[CH3:2][O:3][C:4]1[CH:9]=[CH:8][CH:7]=[C:6]([O:10][CH3:11])[C:5]=1[C:12](=O)[CH2:13][C:14](=O)[C:15]([O:17][CH2:18][CH3:19])=[O:16].FC(F)(F)C(O)=O.[CH2:29]([NH:33][NH2:34])[CH:30]([CH3:32])[CH3:31].Cl. The catalyst is O.C(O)(=O)C. The product is [CH3:2][O:3][C:4]1[CH:9]=[CH:8][CH:7]=[C:6]([O:10][CH3:11])[C:5]=1[C:12]1[N:33]([CH2:29][CH:30]([CH3:32])[CH3:31])[N:34]=[C:14]([C:15]([O:17][CH2:18][CH3:19])=[O:16])[CH:13]=1. The yield is 0.400.